From a dataset of Reaction yield outcomes from USPTO patents with 853,638 reactions. Predict the reaction yield, written as a fraction of the theoretical maximum amount of product (1.0 means a 100% yield; for example, 0.34 means a 34% yield). (1) The reactants are [Br:1][C:2]1[C:3]([Br:15])=[CH:4][C:5]2[C:6](=[CH:8][N:9]([CH2:11][C:12](=[O:14])[CH3:13])[N:10]=2)[N:7]=1.Cl[CH2:17]C(=O)C.C(=O)([O-])[O-].[K+].[K+].[Br:27][C:28]1[N:33]=[C:32]2[CH:34]=[N:35][NH:36][C:31]2=[CH:30][C:29]=1[Br:37].[NH2:38][C:39]1[C:40]([CH3:47])=[N:41][C:42]([Br:46])=[C:43]([Br:45])[CH:44]=1.NC1C(C)=NC=C(Br)C=1.BrN1C(=O)CCC1=O. The catalyst is C(#N)C.C1(C)C=CC=CC=1. The product is [NH2:7][C:6]([CH3:17])([CH2:5][N:35]1[CH:34]=[C:32]2[N:33]=[C:28]([Br:27])[C:29]([Br:37])=[CH:30][C:31]2=[N:36]1)[C:8]#[N:9].[Br:1][C:2]1[C:3]([Br:15])=[CH:4][C:5]2[C:6](=[CH:8][N:9]([CH2:11][C:12](=[O:14])[CH3:13])[N:10]=2)[N:7]=1.[Br:1][C:2]1[N:7]=[C:6]2[CH:8]=[N:9][NH:10][C:5]2=[CH:4][C:3]=1[Br:15].[NH2:38][C:39]1[C:40]([CH3:47])=[N:41][C:42]([Br:46])=[C:43]([Br:45])[CH:44]=1. The yield is 0.860. (2) The reactants are [NH2:1][C:2]1[CH:7]=[C:6]([Cl:8])[CH:5]=[CH:4][C:3]=1[SH:9].Cl[CH2:11][C:12]1[N:13]=[CH:14][N:15]([CH2:17][CH2:18][CH3:19])[CH:16]=1.C([O-])([O-])=O.[K+].[K+]. The catalyst is CN(C=O)C. The product is [Cl:8][C:6]1[CH:5]=[CH:4][C:3]([S:9][CH2:11][C:12]2[N:13]=[CH:14][N:15]([CH2:17][CH2:18][CH3:19])[CH:16]=2)=[C:2]([CH:7]=1)[NH2:1]. The yield is 0.670. (3) The reactants are Br[C:2]1[C:3]2[C:8]([C:9]([C:16]3[CH:25]=[CH:24][C:23]4[C:18](=[CH:19][CH:20]=[CH:21][CH:22]=4)[CH:17]=3)=[C:10]3[C:15]=1[CH:14]=[CH:13][CH:12]=[CH:11]3)=[CH:7][CH:6]=[CH:5][CH:4]=2.[CH3:26][C:27]1([CH3:61])[C:51]2[C:31]([CH:32]=[C:33]3[CH:50]=[C:49]4[C:36]([C:37]5[C:42]([C:43]6[C:48]4=[CH:47][CH:46]=[CH:45][CH:44]=6)=[CH:41][CH:40]=[CH:39][CH:38]=5)=[CH:35][C:34]3=2)=[CH:30][C:29](B2OC(C)(C)C(C)(C)O2)=[CH:28]1.C([O-])([O-])=O.[Na+].[Na+].CCO. The catalyst is C1C=CC([P]([Pd]([P](C2C=CC=CC=2)(C2C=CC=CC=2)C2C=CC=CC=2)([P](C2C=CC=CC=2)(C2C=CC=CC=2)C2C=CC=CC=2)[P](C2C=CC=CC=2)(C2C=CC=CC=2)C2C=CC=CC=2)(C2C=CC=CC=2)C2C=CC=CC=2)=CC=1.C1(C)C=CC=CC=1. The product is [CH3:61][C:27]1([CH3:26])[C:51]2[C:31]([CH:32]=[C:33]3[CH:50]=[C:49]4[C:36]([C:37]5[C:42]([C:43]6[C:48]4=[CH:47][CH:46]=[CH:45][CH:44]=6)=[CH:41][CH:40]=[CH:39][CH:38]=5)=[CH:35][C:34]3=2)=[CH:30][C:29]([C:2]2[C:3]3[C:8]([C:9]([C:16]4[CH:25]=[CH:24][C:23]5[C:18](=[CH:19][CH:20]=[CH:21][CH:22]=5)[CH:17]=4)=[C:10]4[C:15]=2[CH:14]=[CH:13][CH:12]=[CH:11]4)=[CH:7][CH:6]=[CH:5][CH:4]=3)=[CH:28]1. The yield is 0.530. (4) The reactants are [Br:1][C:2]1[CH:7]=[CH:6][C:5]([C:8](=[O:10])[CH3:9])=[CH:4][CH:3]=1.[I:11]I.[N:13]1[CH:18]=[CH:17][CH:16]=[CH:15][CH:14]=1. The catalyst is O. The product is [I-:11].[Br:1][C:2]1[CH:7]=[CH:6][C:5]([C:8](=[O:10])[CH2:9][N+:13]2[CH:18]=[CH:17][CH:16]=[CH:15][CH:14]=2)=[CH:4][CH:3]=1. The yield is 0.760. (5) The product is [Cl:1][C:2]1[CH:3]=[C:4]([CH2:9][N:10]2[C:14]([CH3:15])=[C:13]([C:16]([NH:18][C:19]3[S:23][CH:22]=[N:21][N:20]=3)=[O:17])[N:12]=[N:11]2)[CH:5]=[CH:6][C:7]=1[Cl:8]. The yield is 0.490. The reactants are [Cl:1][C:2]1[CH:3]=[C:4]([CH2:9][N:10]2[C:14]([CH3:15])=[C:13]([C:16]([NH:18][C:19]3[S:23][C:22](C(OCC)=O)=[N:21][N:20]=3)=[O:17])[N:12]=[N:11]2)[CH:5]=[CH:6][C:7]=1[Cl:8].[OH-].[Na+]. The catalyst is C(O)C. (6) The reactants are [C:1]([O:11][CH2:12][CH3:13])(=[O:10])[CH:2]=[CH:3][C:4]1[CH:9]=[CH:8][CH:7]=[CH:6][CH:5]=1. The catalyst is [Pd].CO. The product is [C:4]1([CH2:3][CH2:2][C:1]([O:11][CH2:12][CH3:13])=[O:10])[CH:9]=[CH:8][CH:7]=[CH:6][CH:5]=1. The yield is 0.990.